From a dataset of Full USPTO retrosynthesis dataset with 1.9M reactions from patents (1976-2016). Predict the reactants needed to synthesize the given product. (1) Given the product [Cl:29][C:25]1[C:24]([CH3:30])=[C:23]([CH:28]=[CH:27][CH:26]=1)[CH2:22][N:20]1[C:5]2=[N:6][C:7]([N:14]3[CH2:15][CH2:16][O:17][CH2:18][CH2:19]3)=[CH:8][C:9]([C:10]([O:12][CH3:13])=[O:11])=[C:4]2[N:3]=[C:2]1[CH3:1], predict the reactants needed to synthesize it. The reactants are: [CH3:1][C:2]1[NH:20][C:5]2=[N:6][C:7]([N:14]3[CH2:19][CH2:18][O:17][CH2:16][CH2:15]3)=[CH:8][C:9]([C:10]([O:12][CH3:13])=[O:11])=[C:4]2[N:3]=1.Br[CH2:22][C:23]1[CH:28]=[CH:27][CH:26]=[C:25]([Cl:29])[C:24]=1[CH3:30].C([O-])([O-])=O.[Na+].[Na+].O. (2) Given the product [CH2:30]([O:29][C:26]1[CH:25]=[CH:24][C:23]([S:20]([C:6]2([C:4]([OH:5])=[O:3])[CH2:11][CH2:10][N:9]([CH2:12][C:13]3[CH:14]=[CH:15][C:16]([CH3:19])=[CH:17][CH:18]=3)[CH2:8][CH2:7]2)(=[O:21])=[O:22])=[CH:28][CH:27]=1)[CH2:31][CH2:32][CH3:33], predict the reactants needed to synthesize it. The reactants are: C([O:3][C:4]([C:6]1([S:20]([C:23]2[CH:28]=[CH:27][C:26]([O:29][CH2:30][CH2:31][CH2:32][CH3:33])=[CH:25][CH:24]=2)(=[O:22])=[O:21])[CH2:11][CH2:10][N:9]([CH2:12][C:13]2[CH:18]=[CH:17][C:16]([CH3:19])=[CH:15][CH:14]=2)[CH2:8][CH2:7]1)=[O:5])C.CO.[OH-].[Na+]. (3) Given the product [CH3:18][C:21]1[N:16]([C:11]2[CH:12]=[CH:13][CH:14]=[CH:15][N:10]=2)[N:17]=[CH:23][C:22]=1[CH:29]=[O:30], predict the reactants needed to synthesize it. The reactants are: C(OCC)(=O)CC(C)=O.[N:10]1[CH:15]=[CH:14][CH:13]=[CH:12][C:11]=1[NH:16][NH2:17].[CH:18]1([C:21]2N(C(C)C)N=[CH:23][C:22]=2[CH:29]=[O:30])CC1. (4) Given the product [Cl:40][C:9]1[CH:8]=[C:7]([N:6]=[C:42]=[S:43])[CH:12]=[C:11]([C:13]([F:14])([F:16])[F:15])[C:10]=1[C:17]1[CH:22]=[CH:21][C:20]([S:23]([CH2:26][CH:27]2[CH2:32][CH2:31][N:30]([C:33]([O:35][C:36]([CH3:37])([CH3:39])[CH3:38])=[O:34])[CH2:29][CH2:28]2)(=[O:25])=[O:24])=[CH:19][CH:18]=1, predict the reactants needed to synthesize it. The reactants are: C(=O)([O-])[O-].[Ca+2].[NH2:6][C:7]1[CH:12]=[C:11]([C:13]([F:16])([F:15])[F:14])[C:10]([C:17]2[CH:22]=[CH:21][C:20]([S:23]([CH2:26][CH:27]3[CH2:32][CH2:31][N:30]([C:33]([O:35][C:36]([CH3:39])([CH3:38])[CH3:37])=[O:34])[CH2:29][CH2:28]3)(=[O:25])=[O:24])=[CH:19][CH:18]=2)=[C:9]([Cl:40])[CH:8]=1.O.[C:42](Cl)(Cl)=[S:43].Cl. (5) Given the product [C:1]([O:5][C:6]([N:8]1[CH2:16][C@@H:15]2[C@@H:10]([CH2:11][CH2:12][C@H:13]([O:24][C:25]([C:26]3[CH:27]=[C:28]([C:36]([F:37])([F:38])[F:39])[CH:29]=[C:30]([C:32]([F:33])([F:34])[F:35])[CH:31]=3)=[CH2:41])[C@H:14]2[C:17]2[CH:22]=[CH:21][C:20]([F:23])=[CH:19][CH:18]=2)[CH2:9]1)=[O:7])([CH3:3])([CH3:4])[CH3:2], predict the reactants needed to synthesize it. The reactants are: [C:1]([O:5][C:6]([N:8]1[CH2:16][C@@H:15]2[C@@H:10]([CH2:11][CH2:12][C@H:13]([O:24][C:25](=O)[C:26]3[CH:31]=[C:30]([C:32]([F:35])([F:34])[F:33])[CH:29]=[C:28]([C:36]([F:39])([F:38])[F:37])[CH:27]=3)[C@H:14]2[C:17]2[CH:22]=[CH:21][C:20]([F:23])=[CH:19][CH:18]=2)[CH2:9]1)=[O:7])([CH3:4])([CH3:3])[CH3:2].[CH2:41]1COCC1. (6) Given the product [CH2:1]([N:3]([C:10]1[CH:15]=[CH:14][CH:13]=[C:12]([O:16][CH2:24][C:25]2[CH:26]=[CH:27][C:28]([C:36]3[CH:41]=[C:40]([O:42][CH3:43])[CH:39]=[CH:38][C:37]=3[F:44])=[C:29]([CH2:31][C:32]([CH3:35])([CH3:34])[CH3:33])[N:30]=2)[CH:11]=1)[CH2:4][C:5]([O:7][CH2:8][CH3:9])=[O:6])[CH3:2], predict the reactants needed to synthesize it. The reactants are: [CH2:1]([N:3]([C:10]1[CH:15]=[CH:14][CH:13]=[C:12]([OH:16])[CH:11]=1)[CH2:4][C:5]([O:7][CH2:8][CH3:9])=[O:6])[CH3:2].C(=O)([O-])[O-].[K+].[K+].Br[CH2:24][C:25]1[N:30]=[C:29]([CH2:31][C:32]([CH3:35])([CH3:34])[CH3:33])[C:28]([C:36]2[CH:41]=[C:40]([O:42][CH3:43])[CH:39]=[CH:38][C:37]=2[F:44])=[CH:27][CH:26]=1.O.